Dataset: Peptide-MHC class I binding affinity with 185,985 pairs from IEDB/IMGT. Task: Regression. Given a peptide amino acid sequence and an MHC pseudo amino acid sequence, predict their binding affinity value. This is MHC class I binding data. (1) The peptide sequence is FEDQLLPFMS. The MHC is H-2-Db with pseudo-sequence H-2-Db. The binding affinity (normalized) is 0.222. (2) The peptide sequence is NQQVTNSKY. The MHC is HLA-B15:02 with pseudo-sequence HLA-B15:02. The binding affinity (normalized) is 0.587. (3) The peptide sequence is KEQLQLLMPL. The MHC is HLA-B40:02 with pseudo-sequence HLA-B40:02. The binding affinity (normalized) is 0.847. (4) The peptide sequence is SILPISWAY. The MHC is HLA-A80:01 with pseudo-sequence HLA-A80:01. The binding affinity (normalized) is 1.00. (5) The peptide sequence is GKVFAPKQK. The binding affinity (normalized) is 0. The MHC is HLA-A11:01 with pseudo-sequence HLA-A11:01. (6) The peptide sequence is YPARVKCAL. The MHC is HLA-A02:01 with pseudo-sequence HLA-A02:01. The binding affinity (normalized) is 0.0847. (7) The peptide sequence is KMKDPKMYH. The MHC is HLA-A26:01 with pseudo-sequence HLA-A26:01. The binding affinity (normalized) is 0.0847. (8) The MHC is HLA-A68:02 with pseudo-sequence HLA-A68:02. The peptide sequence is TTEHGTIATI. The binding affinity (normalized) is 0.604. (9) The peptide sequence is WMGYELWPT. The MHC is Mamu-A11 with pseudo-sequence Mamu-A11. The binding affinity (normalized) is 0.